Dataset: Rat liver microsome stability data. Task: Regression/Classification. Given a drug SMILES string, predict its absorption, distribution, metabolism, or excretion properties. Task type varies by dataset: regression for continuous measurements (e.g., permeability, clearance, half-life) or binary classification for categorical outcomes (e.g., BBB penetration, CYP inhibition). Dataset: rlm. (1) The drug is CC(C)n1c(=O)c(C(=O)N[C@H]2C[C@H]3CC[C@@H](C2)N3C[C@@H](O)CN(C)S(C)(=O)=O)cc2ccccc21. The result is 0 (unstable in rat liver microsomes). (2) The compound is COc1ccccc1N1CCN(C(=O)c2cc(-c3ccc(C(F)(F)F)cc3)[nH]n2)CC1. The result is 1 (stable in rat liver microsomes).